Dataset: Forward reaction prediction with 1.9M reactions from USPTO patents (1976-2016). Task: Predict the product of the given reaction. (1) Given the reactants Cl[C:2]1[C:3]([N+:9]([O-:11])=[O:10])=[C:4]([CH:6]=[CH:7][CH:8]=1)[NH2:5].C(=O)([O-])[O-].[K+].[K+].[N:18]1([C:24](=[O:32])[CH2:25][N:26]2[CH2:31][CH2:30][NH:29][CH2:28][CH2:27]2)[CH2:23][CH2:22][O:21][CH2:20][CH2:19]1, predict the reaction product. The product is: [NH2:5][C:4]1[CH:6]=[C:7]([N:29]2[CH2:30][CH2:31][N:26]([CH2:25][C:24]([N:18]3[CH2:19][CH2:20][O:21][CH2:22][CH2:23]3)=[O:32])[CH2:27][CH2:28]2)[CH:8]=[CH:2][C:3]=1[N+:9]([O-:11])=[O:10]. (2) Given the reactants [CH3:1][CH2:2][O:3][C:4](/[C:6](/Cl)=[N:7]\[OH:8])=[O:5].[C:10]([OH:14])(=[O:13])[C:11]#[CH:12].C(N(CC)CC)C, predict the reaction product. The product is: [CH2:2]([O:3][C:4]([C:6]1[CH:12]=[C:11]([C:10]([OH:14])=[O:13])[O:8][N:7]=1)=[O:5])[CH3:1].